This data is from Peptide-MHC class II binding affinity with 134,281 pairs from IEDB. The task is: Regression. Given a peptide amino acid sequence and an MHC pseudo amino acid sequence, predict their binding affinity value. This is MHC class II binding data. (1) The peptide sequence is YEHIDDRYAYEIVGP. The MHC is DRB1_0101 with pseudo-sequence DRB1_0101. The binding affinity (normalized) is 0.0938. (2) The peptide sequence is LDVMASQKRPSQR. The MHC is H-2-IAu with pseudo-sequence H-2-IAu. The binding affinity (normalized) is 0.423. (3) The peptide sequence is NAAYNAADHAAPEDK. The MHC is DRB1_1602 with pseudo-sequence DRB1_1602. The binding affinity (normalized) is 0.142. (4) The peptide sequence is GGSILKISNKFHTKG. The MHC is DRB1_1001 with pseudo-sequence DRB1_1001. The binding affinity (normalized) is 0.654. (5) The peptide sequence is AWILDGDNLFPKV. The MHC is HLA-DQA10501-DQB10201 with pseudo-sequence HLA-DQA10501-DQB10201. The binding affinity (normalized) is 0.581.